From a dataset of Catalyst prediction with 721,799 reactions and 888 catalyst types from USPTO. Predict which catalyst facilitates the given reaction. Reactant: [Cl:1][C:2]1[CH:3]=[C:4]2[C:8](=[CH:9][CH:10]=1)[NH:7][C:6]([C:11]([NH:13][NH2:14])=[O:12])=[CH:5]2.[C:15]1([N:21]=[C:22]=[O:23])[CH:20]=[CH:19][CH:18]=[CH:17][CH:16]=1.C1COCC1. Product: [Cl:1][C:2]1[CH:3]=[C:4]2[C:8](=[CH:9][CH:10]=1)[NH:7][C:6]([C:11]([NH:13][NH:14][C:22]([NH:21][C:15]1[CH:20]=[CH:19][CH:18]=[CH:17][CH:16]=1)=[O:23])=[O:12])=[CH:5]2. The catalyst class is: 12.